From a dataset of Reaction yield outcomes from USPTO patents with 853,638 reactions. Predict the reaction yield, written as a fraction of the theoretical maximum amount of product (1.0 means a 100% yield; for example, 0.34 means a 34% yield). (1) The reactants are Br[C:2]1[C:22]([O:23][CH3:24])=[CH:21][C:5]2[N:6]([CH3:20])[C:7](=[O:19])[CH2:8][N:9]=[C:10]([C:11]3[CH:12]=[C:13]([CH:16]=[CH:17][CH:18]=3)[C:14]#[N:15])[C:4]=2[CH:3]=1.C1(B(O)O)C=CC=CC=1.[F:34][C:35]1[CH:40]=[CH:39][C:38](B(O)O)=[CH:37][CH:36]=1. No catalyst specified. The product is [F:34][C:35]1[CH:40]=[CH:39][C:38]([C:2]2[C:22]([O:23][CH3:24])=[CH:21][C:5]3[N:6]([CH3:20])[C:7](=[O:19])[CH2:8][N:9]=[C:10]([C:11]4[CH:12]=[C:13]([CH:16]=[CH:17][CH:18]=4)[C:14]#[N:15])[C:4]=3[CH:3]=2)=[CH:37][CH:36]=1. The yield is 0.430. (2) The reactants are [ClH:1].[CH:2]1([C:5](=[O:35])[CH:6]([N:14]2[CH2:19][CH2:18][CH:17]([SH:20])/[C:16](=[CH:21]/[C:22]3[N:23]=[N:24][N:25]([CH2:27][CH2:28][CH2:29][C:30]([O:32]CC)=[O:31])[N:26]=3)/[CH2:15]2)[C:7]2[CH:12]=[CH:11][CH:10]=[CH:9][C:8]=2[F:13])[CH2:4][CH2:3]1.Cl. The catalyst is C(#N)C. The product is [ClH:1].[C:30]([CH2:29][CH2:28][CH2:27][N:25]1[N:24]=[N:23][C:22](/[CH:21]=[C:16]2\[CH2:15][N:14]([CH:6]([C:7]3[CH:12]=[CH:11][CH:10]=[CH:9][C:8]=3[F:13])[C:5]([CH:2]3[CH2:4][CH2:3]3)=[O:35])[CH2:19][CH2:18][CH:17]\2[SH:20])=[N:26]1)([OH:32])=[O:31]. The yield is 0.990. (3) The reactants are [OH:1][C:2]1[CH:3]=[C:4]2[C:9](=[CH:10][CH:11]=1)[CH:8]=[N:7][CH:6]=[CH:5]2.[B-](F)(F)(F)F.C1C=CN=CC=1.C1C=CN=CC=1.[IH2+:29].FC(F)(F)S(O)(=O)=O. The catalyst is ClCCl. The product is [I:29][C:3]1[C:2]([OH:1])=[CH:11][CH:10]=[C:9]2[C:4]=1[CH:5]=[CH:6][N:7]=[CH:8]2. The yield is 0.970. (4) The reactants are O.[OH-].[Li+].C([O:6][C:7]([C:9]1[CH:10]=[N:11][N:12]([C:14]2[NH:18][C:17]3[CH:19]=[C:20]([Cl:33])[C:21]([S:23](=[O:32])(=[O:31])[NH:24][C:25]4[CH:30]=[CH:29][CH:28]=[CH:27][CH:26]=4)=[CH:22][C:16]=3[N:15]=2)[CH:13]=1)=[O:8])C.C1COCC1. The catalyst is O. The product is [Cl:33][C:20]1[C:21]([S:23](=[O:32])(=[O:31])[NH:24][C:25]2[CH:30]=[CH:29][CH:28]=[CH:27][CH:26]=2)=[CH:22][C:16]2[N:15]=[C:14]([N:12]3[CH:13]=[C:9]([C:7]([OH:8])=[O:6])[CH:10]=[N:11]3)[NH:18][C:17]=2[CH:19]=1. The yield is 0.750. (5) The product is [CH:1]([C:4]1[CH:13]=[C:12]([O:14][CH3:15])[C:11]([C:16]2[N:17]=[CH:18][S:19][CH:20]=2)=[CH:10][C:5]=1[O:6][C:7]1[C:26]([NH2:27])=[N:30][C:32]([NH2:34])=[N:9][CH:8]=1)([CH3:3])[CH3:2]. The reactants are [CH:1]([C:4]1[CH:13]=[C:12]([O:14][CH3:15])[C:11]([C:16]2[N:17]=[CH:18][S:19][CH:20]=2)=[CH:10][C:5]=1[O:6][CH2:7][C:8]#[N:9])([CH3:3])[CH3:2].CC(O[CH:26]([N:30]([CH3:32])C)[N:27](C)C)(C)C.Cl.[NH2:34]C1C=CC=CC=1.C(=O)(O)O.NC(N)=N. The yield is 0.680. The catalyst is O.CN1C(=O)CCC1. (6) The reactants are Cl[C:2]1[C:11]2[C:6](=[CH:7][C:8]([NH:12][S:13]([C:16]3[CH:21]=[CH:20][C:19]([Cl:22])=[CH:18][CH:17]=3)(=[O:15])=[O:14])=[CH:9][CH:10]=2)[CH:5]=[CH:4][N:3]=1.CO.[CH3:25][NH2:26].C(=O)(O)[O-].[Na+]. No catalyst specified. The product is [Cl:22][C:19]1[CH:20]=[CH:21][C:16]([S:13]([NH:12][C:8]2[CH:7]=[C:6]3[C:11](=[CH:10][CH:9]=2)[C:2]([NH:26][CH3:25])=[N:3][CH:4]=[CH:5]3)(=[O:15])=[O:14])=[CH:17][CH:18]=1. The yield is 0.520. (7) The reactants are C(N(CC)CC)C.[C:8]([O:11][CH2:12][CH2:13][C:14]1[CH:15]=[C:16]2[C:20](=[CH:21][CH:22]=1)[N:19](C(OC(C)(C)C)=O)[CH:18]=[C:17]2[CH:30]=[O:31])(=[O:10])[CH3:9].[CH:32](=[N:39][C:40]1[CH:41]=[N:42][CH:43]=[C:44]([O:46][CH3:47])[CH:45]=1)[C:33]1[CH:38]=[CH:37][CH:36]=[CH:35][CH:34]=1. The catalyst is [Cl-].C([N+]1C(C)=C(CCO)SC=1)C1C=CC=CC=1.C(O)C. The product is [C:8]([O:11][CH2:12][CH2:13][C:14]1[CH:15]=[C:16]2[C:20](=[CH:21][CH:22]=1)[NH:19][CH:18]=[C:17]2[C:30](=[O:31])[CH:32]([NH:39][C:40]1[CH:41]=[N:42][CH:43]=[C:44]([O:46][CH3:47])[CH:45]=1)[C:33]1[CH:34]=[CH:35][CH:36]=[CH:37][CH:38]=1)(=[O:10])[CH3:9]. The yield is 0.490. (8) The reactants are [CH3:1][C:2]1[C:10]2[C:9](=[O:11])[N:8]([CH2:12][CH2:13][N:14]3[CH2:18][CH2:17][CH2:16][C:15]3=[O:19])[CH:7]=[N:6][C:5]=2[S:4][C:3]=1[C:20]([O:22]C)=[O:21].O[Li].O. The catalyst is C1COCC1.CO.O. The product is [CH3:1][C:2]1[C:10]2[C:9](=[O:11])[N:8]([CH2:12][CH2:13][N:14]3[CH2:18][CH2:17][CH2:16][C:15]3=[O:19])[CH:7]=[N:6][C:5]=2[S:4][C:3]=1[C:20]([OH:22])=[O:21]. The yield is 0.600.